This data is from M1 muscarinic receptor antagonist screen with 61,756 compounds. The task is: Binary Classification. Given a drug SMILES string, predict its activity (active/inactive) in a high-throughput screening assay against a specified biological target. (1) The compound is O=C(Nn1c(=O)c2c(c(c1)C(OC)=O)cccc2)C1CCCCC1. The result is 0 (inactive). (2) The compound is S(c1n(c2c(n(c(=O)n(c2=O)C)C)n1)CC)Cc1oc(nn1)c1ccccc1. The result is 0 (inactive). (3) The drug is O(c1cc(CNc2cc3ncn(c3cc2)CCC)ccc1)C. The result is 1 (active).